Task: Predict which catalyst facilitates the given reaction.. Dataset: Catalyst prediction with 721,799 reactions and 888 catalyst types from USPTO (1) Reactant: [Br:1][C:2]1[C:10]2[C:5](=[CH:6][C:7]([S:11](Cl)(=[O:13])=[O:12])=[CH:8][CH:9]=2)[N:4]([CH3:15])[CH:3]=1.[F:16][C:17]1[C:22]([OH:23])=[C:21]([F:24])[C:20]([F:25])=[C:19]([F:26])[C:18]=1[F:27].C(N(CC)CC)C. Product: [Br:1][C:2]1[C:10]2[C:5](=[CH:6][C:7]([S:11]([O:23][C:22]3[C:21]([F:24])=[C:20]([F:25])[C:19]([F:26])=[C:18]([F:27])[C:17]=3[F:16])(=[O:13])=[O:12])=[CH:8][CH:9]=2)[N:4]([CH3:15])[CH:3]=1. The catalyst class is: 2. (2) Reactant: [NH2:1][C@H:2]1[CH2:7][CH2:6][CH2:5][CH2:4][C@H:3]1[NH:8][C:9]1[N:10]=[C:11]([NH:17][C:18]2[CH:26]=[CH:25][CH:24]=[C:23]3[C:19]=2[CH:20]=[CH:21][N:22]3[CH3:27])[C:12]([C:15]#[N:16])=[N:13][CH:14]=1.[OH-].[Na+].OO.CC(O)=[O:34]. Product: [NH2:1][C@H:2]1[CH2:7][CH2:6][CH2:5][CH2:4][C@H:3]1[NH:8][C:9]1[N:10]=[C:11]([NH:17][C:18]2[CH:26]=[CH:25][CH:24]=[C:23]3[C:19]=2[CH:20]=[CH:21][N:22]3[CH3:27])[C:12]([C:15]([NH2:16])=[O:34])=[N:13][CH:14]=1. The catalyst class is: 593. (3) Reactant: CC1(C)[O:6][C@H:5]([CH2:7][N:8]2[CH:12]=[CH:11][C:10]([NH:13][C:14](=[O:37])[CH:15]([N:23]3[CH2:27][C:26]([O:28][C:29]4[CH:34]=[CH:33][CH:32]=[CH:31][C:30]=4[Cl:35])=[CH:25][C:24]3=[O:36])[CH2:16][C:17]3[CH:22]=[CH:21][CH:20]=[CH:19][CH:18]=3)=[N:9]2)[CH2:4][O:3]1.Cl.ClC1C=CC=CC=1OC1CN(C(CC2C=CC=CC=2)C(NC2C=CN(C[C@@H](O)CO)N=2)=O)C(=O)C=1. Product: [Cl:35][C:30]1[CH:31]=[CH:32][CH:33]=[CH:34][C:29]=1[O:28][C:26]1[CH2:27][N:23]([C@@H:15]([CH2:16][C:17]2[CH:22]=[CH:21][CH:20]=[CH:19][CH:18]=2)[C:14]([NH:13][C:10]2[CH:11]=[CH:12][N:8]([CH2:7][C@@H:5]([OH:6])[CH2:4][OH:3])[N:9]=2)=[O:37])[C:24](=[O:36])[CH:25]=1. The catalyst class is: 54. (4) Reactant: [Si:1]([O:8][C@H:9]1[CH2:14][N:13]([C:15]([O:17][C:18]([CH3:21])([CH3:20])[CH3:19])=[O:16])[C@@H:12]([CH2:22][OH:23])[CH2:11][CH2:10]1)([C:4]([CH3:7])([CH3:6])[CH3:5])([CH3:3])[CH3:2].CC(OI1(OC(C)=O)(OC(C)=O)OC(=O)C2C=CC=CC1=2)=O. Product: [Si:1]([O:8][C@H:9]1[CH2:14][N:13]([C:15]([O:17][C:18]([CH3:21])([CH3:20])[CH3:19])=[O:16])[C@@H:12]([CH:22]=[O:23])[CH2:11][CH2:10]1)([C:4]([CH3:7])([CH3:6])[CH3:5])([CH3:3])[CH3:2]. The catalyst class is: 2. (5) Reactant: C(Cl)(=O)C(Cl)=O.C(Cl)Cl.[C:10]([OH:29])(=O)[CH2:11][CH2:12][CH2:13][CH2:14][CH2:15][CH2:16][CH2:17]/[CH:18]=[CH:19]\[CH2:20][CH2:21][CH2:22][CH2:23][CH2:24][CH2:25][CH2:26][CH3:27].[CH2:30]([NH:32][CH2:33][CH3:34])[CH3:31]. Product: [CH2:30]([N:32]([CH2:33][CH3:34])[C:10](=[O:29])[CH2:11][CH2:12][CH2:13][CH2:14][CH2:15][CH2:16][CH2:17]/[CH:18]=[CH:19]\[CH2:20][CH2:21][CH2:22][CH2:23][CH2:24][CH2:25][CH2:26][CH3:27])[CH3:31]. The catalyst class is: 6. (6) Reactant: [N:1]1[C:6]([C:7](Cl)=[O:8])=[CH:5][CH:4]=[CH:3][C:2]=1[C:10](Cl)=[O:11].[NH2:13][C:14]1[CH:19]=[CH:18][CH:17]=[CH:16][N:15]=1.C(N(CC)CC)C.[NH2:27][C:28]1[CH:33]=[CH:32][C:31]([CH:34]=[CH2:35])=[CH:30][N:29]=1. Product: [CH:34]([C:31]1[CH:32]=[CH:33][C:28]([NH:27][C:10]([C:2]2[CH:3]=[CH:4][CH:5]=[C:6]([C:7]([NH:13][C:14]3[CH:19]=[CH:18][CH:17]=[CH:16][N:15]=3)=[O:8])[N:1]=2)=[O:11])=[N:29][CH:30]=1)=[CH2:35]. The catalyst class is: 4.